The task is: Predict the reactants needed to synthesize the given product.. This data is from Full USPTO retrosynthesis dataset with 1.9M reactions from patents (1976-2016). (1) The reactants are: [O:1]=[C:2]1[NH:6][C:5]([C:10]2[CH:15]=[CH:14][CH:13]=[CH:12][CH:11]=2)([CH2:7][CH2:8][CH3:9])[C:4](=[O:16])[N:3]1[CH2:17][C:18]([C:20]1[CH:25]=[CH:24][C:23]([NH:26]C(=O)C)=[CH:22][C:21]=1[F:30])=[O:19].Cl. Given the product [NH2:26][C:23]1[CH:24]=[CH:25][C:20]([C:18](=[O:19])[CH2:17][N:3]2[C:4](=[O:16])[C:5]([C:10]3[CH:11]=[CH:12][CH:13]=[CH:14][CH:15]=3)([CH2:7][CH2:8][CH3:9])[NH:6][C:2]2=[O:1])=[C:21]([F:30])[CH:22]=1, predict the reactants needed to synthesize it. (2) Given the product [CH:1]1([C:4]2[N:5]=[CH:6][C:7]([C:20]3[S:24][C:23]([C:25]4([C:31]5[CH:40]=[CH:39][C:34]([C:35]([O:37][CH3:38])=[O:36])=[CH:33][CH:32]=5)[CH2:30][CH2:29][O:28][CH2:27][CH2:26]4)=[N:22][CH:21]=3)=[CH:8][CH:9]=2)[CH2:2][CH2:3]1, predict the reactants needed to synthesize it. The reactants are: [CH:1]1([C:4]2[CH:9]=[CH:8][C:7](B3OC(C)(C)C(C)(C)O3)=[CH:6][N:5]=2)[CH2:3][CH2:2]1.Br[C:20]1[S:24][C:23]([C:25]2([C:31]3[CH:40]=[CH:39][C:34]([C:35]([O:37][CH3:38])=[O:36])=[CH:33][CH:32]=3)[CH2:30][CH2:29][O:28][CH2:27][CH2:26]2)=[N:22][CH:21]=1.C(=O)([O-])[O-].[K+].[K+]. (3) Given the product [F:40][C:41]([F:54])([F:53])[S:42]([O:25][C:22]1[CH2:21][CH2:20][CH:19]([CH2:18][NH:17][C:15](=[O:16])[C:14]2[CH:26]=[CH:27][C:11]([C:9]3[O:10][C:6]4[C:5]([CH:29]([CH3:31])[CH3:30])=[CH:4][C:3]([C:1]#[N:2])=[CH:28][C:7]=4[N:8]=3)=[CH:12][CH:13]=2)[CH2:24][CH:23]=1)(=[O:44])=[O:43], predict the reactants needed to synthesize it. The reactants are: [C:1]([C:3]1[CH:4]=[C:5]([CH:29]([CH3:31])[CH3:30])[C:6]2[O:10][C:9]([C:11]3[CH:27]=[CH:26][C:14]([C:15]([NH:17][CH2:18][CH:19]4[CH2:24][CH2:23][C:22](=[O:25])[CH2:21][CH2:20]4)=[O:16])=[CH:13][CH:12]=3)=[N:8][C:7]=2[CH:28]=1)#[N:2].N1C(C)=CC=CC=1C.[F:40][C:41]([F:54])([F:53])[S:42](O[S:42]([C:41]([F:54])([F:53])[F:40])(=[O:44])=[O:43])(=[O:44])=[O:43]. (4) Given the product [CH:13]([C:16]1[CH:21]=[CH:20][C:19]([N:22]2[C:34](=[O:33])[C:35]([CH3:49])([CH3:36])[N:37]([CH2:38][C:39]3[C:48]4[C:43](=[CH:44][CH:45]=[CH:46][CH:47]=4)[N:42]=[CH:41][CH:40]=3)[C:5]2=[O:11])=[CH:18][CH:17]=1)([CH3:15])[CH3:14], predict the reactants needed to synthesize it. The reactants are: ClC(Cl)(O[C:5](=[O:11])OC(Cl)(Cl)Cl)Cl.[CH:13]([C:16]1[CH:21]=[CH:20][C:19]([NH2:22])=[CH:18][CH:17]=1)([CH3:15])[CH3:14].C(N(C(C)C)C(C)C)C.C[O:33][C:34](=O)[C:35]([CH3:49])([NH:37][CH2:38][C:39]1[C:48]2[C:43](=[CH:44][CH:45]=[CH:46][CH:47]=2)[N:42]=[CH:41][CH:40]=1)[CH3:36]. (5) Given the product [O:2]1[C:6]2[CH:7]=[CH:8][CH:9]=[CH:10][C:5]=2[C:4]([CH2:11][CH2:12][SH:13])=[CH:3]1, predict the reactants needed to synthesize it. The reactants are: [Na+].[O:2]1[C:6]2[CH:7]=[CH:8][CH:9]=[CH:10][C:5]=2[C:4]([CH2:11][CH2:12][S:13]S(=O)(=O)[O-])=[CH:3]1.O.P(=O)(O)(O)O.O=O. (6) Given the product [O:1]=[C:2]1[C@H:13]([CH2:14][C:15]([NH:28][CH2:27][CH:26]([CH3:29])[CH3:25])=[O:17])[CH2:12][CH:11]=[CH:10][CH2:9][CH2:8][C:7](=[O:18])[O:6][C@H:5]([C:19]2[CH:24]=[CH:23][CH:22]=[CH:21][CH:20]=2)[CH2:4][NH:3]1, predict the reactants needed to synthesize it. The reactants are: [O:1]=[C:2]1[C@H:13]([CH2:14][C:15]([OH:17])=O)[CH2:12][CH:11]=[CH:10][CH2:9][CH2:8][C:7](=[O:18])[O:6][C@H:5]([C:19]2[CH:24]=[CH:23][CH:22]=[CH:21][CH:20]=2)[CH2:4][NH:3]1.[CH3:25][CH:26]([CH3:29])[CH2:27][NH2:28]. (7) Given the product [CH:22]([C:2]1[C:11]2[C:6](=[C:7]([F:14])[CH:8]=[C:9]([O:12][CH3:13])[CH:10]=2)[N:5]=[CH:4][C:3]=1[F:15])=[CH2:23], predict the reactants needed to synthesize it. The reactants are: Br[C:2]1[C:11]2[C:6](=[C:7]([F:14])[CH:8]=[C:9]([O:12][CH3:13])[CH:10]=2)[N:5]=[CH:4][C:3]=1[F:15].C(=O)([O-])[O-].[K+].[K+].[CH:22](B)=[CH2:23]. (8) Given the product [CH:1]1([CH2:12][C:13]([OH:15])=[O:14])[C:10]2[C:5](=[CH:6][CH:7]=[CH:8][CH:9]=2)[CH2:4][CH2:3][NH:2]1, predict the reactants needed to synthesize it. The reactants are: [CH:1]1[C:10]2[C:5](=[CH:6][CH:7]=[CH:8][CH:9]=2)[CH2:4][CH2:3][N:2]=1.C(O)(=O)[CH2:12][C:13]([OH:15])=[O:14].